Dataset: NCI-60 drug combinations with 297,098 pairs across 59 cell lines. Task: Regression. Given two drug SMILES strings and cell line genomic features, predict the synergy score measuring deviation from expected non-interaction effect. (1) Drug 1: CC1=C(C=C(C=C1)C(=O)NC2=CC(=CC(=C2)C(F)(F)F)N3C=C(N=C3)C)NC4=NC=CC(=N4)C5=CN=CC=C5. Drug 2: C1CCC(C(C1)N)N.C(=O)(C(=O)[O-])[O-].[Pt+4]. Cell line: K-562. Synergy scores: CSS=30.6, Synergy_ZIP=-0.0105, Synergy_Bliss=-1.17, Synergy_Loewe=-15.6, Synergy_HSA=-3.37. (2) Drug 1: C(CCl)NC(=O)N(CCCl)N=O. Drug 2: CC12CCC3C(C1CCC2OP(=O)(O)O)CCC4=C3C=CC(=C4)OC(=O)N(CCCl)CCCl.[Na+]. Cell line: NCI/ADR-RES. Synergy scores: CSS=8.88, Synergy_ZIP=-1.98, Synergy_Bliss=2.67, Synergy_Loewe=2.27, Synergy_HSA=2.62. (3) Drug 1: CC1=C(N=C(N=C1N)C(CC(=O)N)NCC(C(=O)N)N)C(=O)NC(C(C2=CN=CN2)OC3C(C(C(C(O3)CO)O)O)OC4C(C(C(C(O4)CO)O)OC(=O)N)O)C(=O)NC(C)C(C(C)C(=O)NC(C(C)O)C(=O)NCCC5=NC(=CS5)C6=NC(=CS6)C(=O)NCCC[S+](C)C)O. Drug 2: CN1C2=C(C=C(C=C2)N(CCCl)CCCl)N=C1CCCC(=O)O.Cl. Cell line: RXF 393. Synergy scores: CSS=18.2, Synergy_ZIP=-1.61, Synergy_Bliss=-0.292, Synergy_Loewe=-14.5, Synergy_HSA=-0.332.